From a dataset of Full USPTO retrosynthesis dataset with 1.9M reactions from patents (1976-2016). Predict the reactants needed to synthesize the given product. (1) Given the product [Br:1][C:2]1[CH:7]=[CH:6][C:5]([O:8][CH3:9])=[C:4]([S:11]([Cl:10])(=[O:13])=[O:12])[CH:3]=1, predict the reactants needed to synthesize it. The reactants are: [Br:1][C:2]1[CH:7]=[CH:6][C:5]([O:8][CH3:9])=[CH:4][CH:3]=1.[Cl:10][S:11](O)(=[O:13])=[O:12]. (2) Given the product [CH:25]([N:2]([CH3:1])[C:3]([N:5]1[CH:9]([C:10]2[CH:11]=[CH:12][CH:13]=[CH:14][CH:15]=2)[CH:8]2[CH2:16][O:17][C:18]3[CH:19]=[CH:20][C:21]([F:24])=[CH:22][C:23]=3[C:7]2=[N:6]1)=[O:4])([CH3:30])[CH3:26], predict the reactants needed to synthesize it. The reactants are: [CH3:1][N:2]([CH:25]1[CH2:30]CN(C)C[CH2:26]1)[C:3]([N:5]1[CH:9]([C:10]2[CH:15]=[CH:14][CH:13]=[CH:12][CH:11]=2)[CH:8]2[CH2:16][O:17][C:18]3[CH:19]=[CH:20][C:21]([F:24])=[CH:22][C:23]=3[C:7]2=[N:6]1)=[O:4].CNC(C)C. (3) Given the product [NH2:38][C:36](=[O:37])[C:35]([N:14]1[CH2:15][CH2:16][C@@H:11]([C:9]([N:8]([CH2:7][C:6]2[CH:26]=[C:27]([C:29]([F:30])([F:31])[F:32])[CH:28]=[C:4]([C:3]([F:2])([F:33])[F:34])[CH:5]=2)[CH3:25])=[O:10])[C@H:12]([C:17]2[CH:22]=[CH:21][C:20]([F:23])=[CH:19][C:18]=2[CH3:24])[CH2:13]1)=[O:39], predict the reactants needed to synthesize it. The reactants are: Cl.[F:2][C:3]([F:34])([F:33])[C:4]1[CH:5]=[C:6]([CH:26]=[C:27]([C:29]([F:32])([F:31])[F:30])[CH:28]=1)[CH2:7][N:8]([CH3:25])[C:9]([C@@H:11]1[CH2:16][CH2:15][NH:14][CH2:13][C@H:12]1[C:17]1[CH:22]=[CH:21][C:20]([F:23])=[CH:19][C:18]=1[CH3:24])=[O:10].[C:35](O)(=[O:39])[C:36]([NH2:38])=[O:37].CCN=C=NCCCN(C)C.Cl.C1C=CC2N(O)N=NC=2C=1. (4) Given the product [CH3:14][CH:15]1[CH2:20][CH:19]([CH3:21])[CH2:18][N:17]([C:2]2[C:7]([N+:8]([O-:10])=[O:9])=[CH:6][C:5]([N+:11]([O-:13])=[O:12])=[CH:4][N:3]=2)[CH2:16]1, predict the reactants needed to synthesize it. The reactants are: Cl[C:2]1[C:7]([N+:8]([O-:10])=[O:9])=[CH:6][C:5]([N+:11]([O-:13])=[O:12])=[CH:4][N:3]=1.[CH3:14][CH:15]1[CH2:20][CH:19]([CH3:21])[CH2:18][NH:17][CH2:16]1. (5) Given the product [NH2:22][CH2:21][CH:5]([CH2:6][C:7]1[C:16]([O:17][CH3:18])=[CH:15][C:14]2[C:9](=[C:10]([O:19][CH3:20])[CH:11]=[CH:12][CH:13]=2)[CH:8]=1)[C:4]([OH:23])=[O:3], predict the reactants needed to synthesize it. The reactants are: C([O:3][C:4](=[O:23])[C:5]([C:21]#[N:22])=[CH:6][C:7]1[C:16]([O:17][CH3:18])=[CH:15][C:14]2[C:9](=[C:10]([O:19][CH3:20])[CH:11]=[CH:12][CH:13]=2)[CH:8]=1)C.S(=O)(=O)(O)O.O.[OH-].[Li+].[Li]. (6) Given the product [F:1][C:2]1[CH:3]=[CH:4][C:5]([CH2:6][N:7]2[C:15]3[C:10](=[CH:11][CH:12]=[CH:13][CH:14]=3)[C:9]3[C:16]([C:26]4[CH:27]=[CH:28][C:29]([CH3:32])=[CH:30][CH:31]=4)=[C:17]([C:22]([OH:24])=[O:23])[N:18]([CH3:21])[C:19](=[O:20])[C:8]2=3)=[CH:33][CH:34]=1, predict the reactants needed to synthesize it. The reactants are: [F:1][C:2]1[CH:34]=[CH:33][C:5]([CH2:6][N:7]2[C:15]3[C:10](=[CH:11][CH:12]=[CH:13][CH:14]=3)[C:9]3[C:16]([C:26]4[CH:31]=[CH:30][C:29]([CH3:32])=[CH:28][CH:27]=4)=[C:17]([C:22]([O:24]C)=[O:23])[N:18]([CH3:21])[C:19](=[O:20])[C:8]2=3)=[CH:4][CH:3]=1.[Li+].[OH-].Cl. (7) Given the product [Br:1][CH2:2][C:3]1[CH:20]=[C:18]([CH:17]=[CH:5][CH:4]=1)[CH:19]=[O:24], predict the reactants needed to synthesize it. The reactants are: [Br:1][CH2:2][CH2:3][C:4]1[C:5](C#N)=CC=CC=1.[CH3:17][CH:18]([CH2:20][AlH][CH2:17][CH:18]([CH3:20])[CH3:19])[CH3:19].C1C[O:24]CC1.Cl. (8) Given the product [CH2:1]([O:3][C:4](=[O:21])[CH:5]([O:18][CH2:19][CH3:20])[CH2:6][C:7]1[C:16]2[CH2:15][CH2:14][CH2:13][CH2:12][C:11]=2[C:10]([O:17][CH2:37][CH2:36][CH2:35][C:33]2[N:34]=[C:30]([C:27]3[CH:26]=[CH:25][C:24]([O:23][CH3:22])=[CH:29][CH:28]=3)[O:31][C:32]=2[CH3:39])=[CH:9][CH:8]=1)[CH3:2], predict the reactants needed to synthesize it. The reactants are: [CH2:1]([O:3][C:4](=[O:21])[CH:5]([O:18][CH2:19][CH3:20])[CH2:6][C:7]1[C:16]2[CH2:15][CH2:14][CH2:13][CH2:12][C:11]=2[C:10]([OH:17])=[CH:9][CH:8]=1)[CH3:2].[CH3:22][O:23][C:24]1[CH:29]=[CH:28][C:27]([C:30]2[O:31][C:32]([CH3:39])=[C:33]([CH2:35][CH2:36][CH2:37]O)[N:34]=2)=[CH:26][CH:25]=1.C1(P(C2C=CC=CC=2)C2C=CC=CC=2)C=CC=CC=1.N(C(OCC)=O)=NC(OCC)=O. (9) Given the product [O:16]1[C:17]2[C:22](=[CH:21][CH:20]=[CH:19][CH:18]=2)[CH:23]=[C:14]([C:13]2[CH:32]=[CH:33][CH:10]=[CH:11][CH:12]=2)[CH2:15]1, predict the reactants needed to synthesize it. The reactants are: N1C=CN=C1.C(O[C:10]1[CH:33]=[CH:32][C:13]([C:14]2[CH2:15][O:16][C:17]3[C:22]([CH:23]=2)=[CH:21][CH:20]=[C:19](OC(=O)C)[C:18]=3OC(=O)C)=[CH:12][CH:11]=1)(=O)C.